The task is: Predict the reactants needed to synthesize the given product.. This data is from Full USPTO retrosynthesis dataset with 1.9M reactions from patents (1976-2016). (1) Given the product [CH3:31][O:30][CH2:29][C@H:28]([CH3:32])[O:27][C:25]1[CH:26]=[C:12]([C:4]2[NH:5][C:6]3=[N:7][CH:8]=[CH:9][CH:10]=[C:11]3[N:3]=2)[CH:13]=[C:14]([O:15][C:16]2[CH:17]=[CH:18][C:19]([C:20]3[N:1]=[CH:33][O:35][N:21]=3)=[CH:22][CH:23]=2)[CH:24]=1, predict the reactants needed to synthesize it. The reactants are: [NH2:1]O.[N:3]1[C:11]2[C:6](=[N:7][CH:8]=[CH:9][CH:10]=2)[NH:5][C:4]=1[C:12]1[CH:13]=[C:14]([CH:24]=[C:25]([O:27][C@@H:28]([CH3:32])[CH2:29][O:30][CH3:31])[CH:26]=1)[O:15][C:16]1[CH:23]=[CH:22][C:19]([C:20]#[N:21])=[CH:18][CH:17]=1.[CH2:33]([OH:35])C. (2) The reactants are: BrC1C=CC(F)=C([C@]2(C)C3[C@](C(O)=O)(C3)SC(N(C(OC(C)(C)C)=O)COCC[Si](C)(C)C)=N2)C=1.[C:36]([O:40][C:41]([N:43]([CH2:76][O:77][CH2:78][CH2:79][Si:80]([CH3:83])([CH3:82])[CH3:81])[C:44]1[S:45][C@:46]2([C:72]([O:74]C)=[O:73])[C@H:48]([C@:49]([C:52]3[CH:57]=[C:56]([NH:58][C:59]([C:61]4[CH:66]=[N:65][C:64]([O:67][CH2:68][C:69]#[CH:70])=[CH:63][N:62]=4)=[O:60])[CH:55]=[CH:54][C:53]=3[F:71])([CH3:51])[N:50]=1)[CH2:47]2)=[O:42])([CH3:39])([CH3:38])[CH3:37]. Given the product [C:36]([O:40][C:41]([N:43]([CH2:76][O:77][CH2:78][CH2:79][Si:80]([CH3:83])([CH3:82])[CH3:81])[C:44]1[S:45][C@:46]2([C:72]([OH:74])=[O:73])[C@H:48]([C@:49]([C:52]3[CH:57]=[C:56]([NH:58][C:59]([C:61]4[CH:66]=[N:65][C:64]([O:67][CH2:68][C:69]#[CH:70])=[CH:63][N:62]=4)=[O:60])[CH:55]=[CH:54][C:53]=3[F:71])([CH3:51])[N:50]=1)[CH2:47]2)=[O:42])([CH3:38])([CH3:37])[CH3:39], predict the reactants needed to synthesize it. (3) Given the product [C:1]1([S:7]([N:10]2[CH2:16][CH2:15][CH:14]([NH:17][C:23]3[N:28]=[C:27]([NH2:29])[N:26]=[C:25]4[NH:30][N:31]=[CH:32][C:24]=34)[CH2:13][C:12]3[CH:18]=[CH:19][CH:20]=[CH:21][C:11]2=3)(=[O:8])=[O:9])[CH:6]=[CH:5][CH:4]=[CH:3][CH:2]=1, predict the reactants needed to synthesize it. The reactants are: [C:1]1([S:7]([N:10]2[CH2:16][CH2:15][CH:14]([NH2:17])[CH2:13][C:12]3[CH:18]=[CH:19][CH:20]=[CH:21][C:11]2=3)(=[O:9])=[O:8])[CH:6]=[CH:5][CH:4]=[CH:3][CH:2]=1.Cl[C:23]1[N:28]=[C:27]([NH2:29])[N:26]=[C:25]2[NH:30][N:31]=[CH:32][C:24]=12.C(N(C(C)C)CC)(C)C.O.